This data is from Forward reaction prediction with 1.9M reactions from USPTO patents (1976-2016). The task is: Predict the product of the given reaction. (1) Given the reactants [Br:1][C:2]1[CH:3]=[C:4]([C:9]#[C:10][CH3:11])[C:5]([NH2:8])=[N:6][CH:7]=1.CC(C)([O-])C.[K+], predict the reaction product. The product is: [Br:1][C:2]1[CH:3]=[C:4]2[CH:9]=[C:10]([CH3:11])[NH:8][C:5]2=[N:6][CH:7]=1. (2) Given the reactants [CH2:1]1[C:3]([NH2:7])([C:4]([OH:6])=[O:5])[CH2:2]1.[C:8]([O:16][CH2:17][CH2:18][O:19][C:20](ON1C(=O)CCC1=O)=[O:21])(=[O:15])[C:9]1[CH:14]=[CH:13][CH:12]=[CH:11][CH:10]=1, predict the reaction product. The product is: [C:9]1([C:8]([O:16][CH2:17][CH2:18][O:19][C:20]([NH:7][C:3]2([C:4]([OH:6])=[O:5])[CH2:2][CH2:1]2)=[O:21])=[O:15])[CH:10]=[CH:11][CH:12]=[CH:13][CH:14]=1. (3) The product is: [CH2:1]([O:3][C:4]([C:6]1[C:21]([NH2:22])=[CH:20][C:9]2[N:10]=[C:11]([C:13]3[CH:14]=[CH:15][C:16]([CH3:19])=[CH:17][CH:18]=3)[O:12][C:8]=2[C:7]=1[Cl:25])=[O:5])[CH3:2]. Given the reactants [CH2:1]([O:3][C:4]([C:6]1[C:21]([N+:22]([O-])=O)=[CH:20][C:9]2[N:10]=[C:11]([C:13]3[CH:18]=[CH:17][C:16]([CH3:19])=[CH:15][CH:14]=3)[O:12][C:8]=2[C:7]=1[Cl:25])=[O:5])[CH3:2].CC(O)=O, predict the reaction product. (4) Given the reactants [C:1]1([C:7]2[C:11]([C:12]([F:15])([F:14])[F:13])=[C:10]([C:16]([OH:18])=O)[O:9][N:8]=2)[CH:6]=[CH:5][CH:4]=[CH:3][CH:2]=1.C(Cl)(=O)C(Cl)=O.CCN(C(C)C)C(C)C.[OH:34][CH:35]([C:50]1[CH:55]=[CH:54][C:53](/[C:56](=[N:58]/O)/[NH2:57])=[CH:52][CH:51]=1)[C:36]([N:39]1[CH2:44][CH2:43][CH2:42][C@H:41]([C:45]([O:47]CC)=[O:46])[CH2:40]1)(C)C.CCCC[N+](CCCC)(CCCC)CCCC.[F-:77].C1COCC1, predict the reaction product. The product is: [F:77][C:41]1([C:45]([OH:47])=[O:46])[CH2:42][CH2:43][CH2:44][N:39]([CH2:36][CH:35]([OH:34])[C:50]2[CH:55]=[CH:54][C:53]([C:56]3[N:58]=[C:16]([C:10]4[O:9][N:8]=[C:7]([C:1]5[CH:2]=[CH:3][CH:4]=[CH:5][CH:6]=5)[C:11]=4[C:12]([F:13])([F:14])[F:15])[O:18][N:57]=3)=[CH:52][CH:51]=2)[CH2:40]1. (5) Given the reactants [N+:1]([C:4]1[CH:9]=[CH:8][C:7]([CH2:10][CH2:11][C:12]#[N:13])=[CH:6][CH:5]=1)([O-])=O.CCOC(C)=O, predict the reaction product. The product is: [NH2:1][C:4]1[CH:5]=[CH:6][C:7]([CH2:10][CH2:11][C:12]#[N:13])=[CH:8][CH:9]=1. (6) Given the reactants [CH:1]([OH:4])([CH3:3])[CH3:2].F[C:6]1[CH:11]=[CH:10][CH:9]=[CH:8][C:7]=1[N+:12]([O-:14])=[O:13].NC1C=CC=CC=1.[CH:22]([O:25][C:26]1[CH:32]=[CH:31][CH:30]=[CH:29][C:27]=1[NH2:28])([CH3:24])[CH3:23].[NH2:33][C:34]1[S:35][CH:36]=[CH:37][N:38]=1, predict the reaction product. The product is: [CH:1]([O:4][C:6]1[CH:11]=[CH:10][CH:9]=[CH:8][C:7]=1[N+:12]([O-:14])=[O:13])([CH3:3])[CH3:2].[CH:22]([O:25][C:26]1[CH:32]=[CH:31][CH:30]=[CH:29][C:27]=1[NH:28][C:1]([NH:33][C:34]1[S:35][CH:36]=[CH:37][N:38]=1)=[O:4])([CH3:24])[CH3:23].